Dataset: Reaction yield outcomes from USPTO patents with 853,638 reactions. Task: Predict the reaction yield, written as a fraction of the theoretical maximum amount of product (1.0 means a 100% yield; for example, 0.34 means a 34% yield). (1) The reactants are [CH3:1][C:2]([CH3:14])([CH3:13])[C:3]#[C:4][C:5]1[S:9][C:8]([C:10]([OH:12])=[O:11])=[CH:7][CH:6]=1.[Li]CCCC.[I:20]I. The catalyst is C1COCC1. The product is [CH3:1][C:2]([CH3:14])([CH3:13])[C:3]#[C:4][C:5]1[S:9][C:8]([C:10]([OH:12])=[O:11])=[C:7]([I:20])[CH:6]=1. The yield is 0.650. (2) The product is [CH:2]([C:5]1[CH:10]=[CH:9][C:8]([C:11]2[N:15]3[CH:16]=[N:17][C:18]4[N:22]([S:23]([C:26]5[CH:27]=[CH:28][C:29]([CH3:30])=[CH:31][CH:32]=5)(=[O:25])=[O:24])[CH:21]=[CH:20][C:19]=4[C:14]3=[C:13]([CH:33]3[CH2:38][CH2:37][CH2:36][NH:35][CH2:34]3)[N:12]=2)=[CH:7][CH:6]=1)([CH3:4])[CH3:3]. The yield is 0.800. The reactants are O[C:2]([C:5]1[CH:10]=[CH:9][C:8]([C:11]2[N:15]3[CH:16]=[N:17][C:18]4[N:22]([S:23]([C:26]5[CH:32]=[CH:31][C:29]([CH3:30])=[CH:28][CH:27]=5)(=[O:25])=[O:24])[CH:21]=[CH:20][C:19]=4[C:14]3=[C:13]([CH:33]3[CH2:38][CH2:37][CH2:36][N:35](C(OCC4C=CC=CC=4)=O)[CH2:34]3)[N:12]=2)=[CH:7][CH:6]=1)([CH3:4])[CH3:3].I[Si](C)(C)C. The catalyst is C(#N)C. (3) The reactants are [NH:1]1[CH:5]=[N:4][C:3]([C:6]2[CH:7]=[C:8]3[C:12](=[CH:13][CH:14]=2)[N:11]([CH:15]2[CH2:20][CH2:19][CH2:18][CH2:17][O:16]2)[N:10]=[C:9]3[Br:21])=[N:2]1.[C:22]1([C:28](Cl)([C:35]2[CH:40]=[CH:39][CH:38]=[CH:37][CH:36]=2)[C:29]2[CH:34]=[CH:33][CH:32]=[CH:31][CH:30]=2)[CH:27]=[CH:26][CH:25]=[CH:24][CH:23]=1.C(N(CC)CC)C. The catalyst is N1C=CC=CC=1.C(OCC)(=O)C. The product is [Br:21][C:9]1[C:8]2[C:12](=[CH:13][CH:14]=[C:6]([C:3]3[N:4]=[CH:5][N:1]([C:28]([C:22]4[CH:27]=[CH:26][CH:25]=[CH:24][CH:23]=4)([C:35]4[CH:36]=[CH:37][CH:38]=[CH:39][CH:40]=4)[C:29]4[CH:30]=[CH:31][CH:32]=[CH:33][CH:34]=4)[N:2]=3)[CH:7]=2)[N:11]([CH:15]2[CH2:20][CH2:19][CH2:18][CH2:17][O:16]2)[N:10]=1. The yield is 0.930. (4) The reactants are [F:1][C:2]1[CH:3]=[C:4]([CH:22]=[CH:23][CH:24]=1)[CH2:5][O:6][C:7]1[CH:21]=[CH:20][C:10]([CH:11]=[N:12][C:13]2[C:14]([NH2:19])=[N:15][CH:16]=[CH:17][CH:18]=2)=[CH:9][CH:8]=1.[BH4-].[Na+]. The catalyst is C(O)C. The product is [F:1][C:2]1[CH:3]=[C:4]([CH:22]=[CH:23][CH:24]=1)[CH2:5][O:6][C:7]1[CH:21]=[CH:20][C:10]([CH2:11][NH:12][C:13]2[C:14]([NH2:19])=[N:15][CH:16]=[CH:17][CH:18]=2)=[CH:9][CH:8]=1. The yield is 0.720.